This data is from NCI-60 drug combinations with 297,098 pairs across 59 cell lines. The task is: Regression. Given two drug SMILES strings and cell line genomic features, predict the synergy score measuring deviation from expected non-interaction effect. (1) Drug 1: CCC1=C2CN3C(=CC4=C(C3=O)COC(=O)C4(CC)O)C2=NC5=C1C=C(C=C5)O. Drug 2: C(CN)CNCCSP(=O)(O)O. Cell line: MCF7. Synergy scores: CSS=21.6, Synergy_ZIP=-7.89, Synergy_Bliss=-2.46, Synergy_Loewe=-76.3, Synergy_HSA=-0.832. (2) Drug 1: C1CN(CCN1C(=O)CCBr)C(=O)CCBr. Drug 2: CN(C(=O)NC(C=O)C(C(C(CO)O)O)O)N=O. Cell line: COLO 205. Synergy scores: CSS=35.5, Synergy_ZIP=5.36, Synergy_Bliss=2.20, Synergy_Loewe=-17.8, Synergy_HSA=-1.98. (3) Cell line: K-562. Drug 2: C1C(C(OC1N2C=NC3=C(N=C(N=C32)Cl)N)CO)O. Drug 1: COC1=CC(=CC(=C1O)OC)C2C3C(COC3=O)C(C4=CC5=C(C=C24)OCO5)OC6C(C(C7C(O6)COC(O7)C8=CC=CS8)O)O. Synergy scores: CSS=46.7, Synergy_ZIP=2.68, Synergy_Bliss=3.51, Synergy_Loewe=3.76, Synergy_HSA=6.32. (4) Drug 1: CC(CN1CC(=O)NC(=O)C1)N2CC(=O)NC(=O)C2. Drug 2: CC1CCC2CC(C(=CC=CC=CC(CC(C(=O)C(C(C(=CC(C(=O)CC(OC(=O)C3CCCCN3C(=O)C(=O)C1(O2)O)C(C)CC4CCC(C(C4)OC)OCCO)C)C)O)OC)C)C)C)OC. Cell line: MCF7. Synergy scores: CSS=26.9, Synergy_ZIP=-1.99, Synergy_Bliss=-2.83, Synergy_Loewe=-4.37, Synergy_HSA=1.75. (5) Drug 1: CNC(=O)C1=CC=CC=C1SC2=CC3=C(C=C2)C(=NN3)C=CC4=CC=CC=N4. Drug 2: C(CC(=O)O)C(=O)CN.Cl. Cell line: HCT-15. Synergy scores: CSS=1.40, Synergy_ZIP=5.03, Synergy_Bliss=-0.946, Synergy_Loewe=-5.07, Synergy_HSA=-2.92. (6) Drug 1: CCC(=C(C1=CC=CC=C1)C2=CC=C(C=C2)OCCN(C)C)C3=CC=CC=C3.C(C(=O)O)C(CC(=O)O)(C(=O)O)O. Drug 2: CC1C(C(CC(O1)OC2CC(CC3=C2C(=C4C(=C3O)C(=O)C5=CC=CC=C5C4=O)O)(C(=O)C)O)N)O. Cell line: SNB-19. Synergy scores: CSS=36.8, Synergy_ZIP=-4.12, Synergy_Bliss=-5.11, Synergy_Loewe=-3.32, Synergy_HSA=-0.914. (7) Drug 1: CC1=C(C=C(C=C1)NC2=NC=CC(=N2)N(C)C3=CC4=NN(C(=C4C=C3)C)C)S(=O)(=O)N.Cl. Drug 2: CC1=C(C(=O)C2=C(C1=O)N3CC4C(C3(C2COC(=O)N)OC)N4)N. Cell line: NCI-H226. Synergy scores: CSS=14.7, Synergy_ZIP=-2.98, Synergy_Bliss=-1.64, Synergy_Loewe=-1.87, Synergy_HSA=-0.253.